From a dataset of Full USPTO retrosynthesis dataset with 1.9M reactions from patents (1976-2016). Predict the reactants needed to synthesize the given product. (1) Given the product [F:32][C:30]([F:33])([F:31])[C:26]1[CH:25]=[C:24]([CH:29]=[CH:28][CH:27]=1)[O:23][C:19]1[CH:18]=[C:17]([C:15]2[S:12][C:11]([NH:10][C:6]3[CH:5]=[C:4]([C:1](=[O:3])[CH3:2])[CH:9]=[CH:8][CH:7]=3)=[N:13][N:14]=2)[CH:22]=[CH:21][CH:20]=1, predict the reactants needed to synthesize it. The reactants are: [C:1]([C:4]1[CH:5]=[C:6]([NH:10][C:11]([NH:13][NH:14][C:15]([C:17]2[CH:22]=[CH:21][CH:20]=[C:19]([O:23][C:24]3[CH:29]=[CH:28][CH:27]=[C:26]([C:30]([F:33])([F:32])[F:31])[CH:25]=3)[CH:18]=2)=O)=[S:12])[CH:7]=[CH:8][CH:9]=1)(=[O:3])[CH3:2].S(=O)(=O)(O)O. (2) Given the product [F:1][CH:2]1[CH:7]([NH:20][CH3:19])[CH2:6][CH2:5][N:4]([C:9]([O:11][CH2:12][C:13]2[CH:18]=[CH:17][CH:16]=[CH:15][CH:14]=2)=[O:10])[CH2:3]1, predict the reactants needed to synthesize it. The reactants are: [F:1][CH:2]1[C:7](=O)[CH2:6][CH2:5][N:4]([C:9]([O:11][CH2:12][C:13]2[CH:18]=[CH:17][CH:16]=[CH:15][CH:14]=2)=[O:10])[CH2:3]1.[CH3:19][NH2:20].[BH-](OC(C)=O)(OC(C)=O)OC(C)=O.[Na+]. (3) Given the product [CH3:34][N:35]([CH3:48])[C:36]1[N:37]=[C:38]([C:45]([N:15]2[CH2:16][CH2:17][N:12]([C:11]3[C:6]4[CH:5]=[C:4]([CH2:2][CH3:3])[S:24][C:7]=4[N:8]=[C:9]([S:18][CH2:19][C:20]([O:22][CH3:23])=[O:21])[N:10]=3)[CH2:13][CH2:14]2)=[O:46])[CH:39]=[C:40]([N:42]([CH3:44])[CH3:43])[N:41]=1, predict the reactants needed to synthesize it. The reactants are: Cl.[CH2:2]([C:4]1[S:24][C:7]2[N:8]=[C:9]([S:18][CH2:19][C:20]([O:22][CH3:23])=[O:21])[N:10]=[C:11]([N:12]3[CH2:17][CH2:16][NH:15][CH2:14][CH2:13]3)[C:6]=2[CH:5]=1)[CH3:3].C(N(C(C)C)CC)(C)C.[CH3:34][N:35]([CH3:48])[C:36]1[N:41]=[C:40]([N:42]([CH3:44])[CH3:43])[CH:39]=[C:38]([C:45](O)=[O:46])[N:37]=1.CN(C(ON1N=NC2C=CC=NC1=2)=[N+](C)C)C.F[P-](F)(F)(F)(F)F. (4) The reactants are: [NH:1](C(OC(C)(C)C)=O)[C@H:2]([C:8]([O:10]C(C)(C)C)=[O:9])[CH2:3][CH2:4][C:5](=[O:7])O.[CH:22]1[CH:27]=N[C:25]2[N:28](O)N=N[C:24]=2[CH:23]=1.[CH3:32]N(C(ON1N=NC2C=CC=NC1=2)=[N+](C)C)C.F[P-](F)(F)(F)(F)F.[PH:56](=[O:67])([O:59]C1C=CC=C(N)C=1)[O:57][CH3:58]. Given the product [OH:67][P:56]([C:27]1[CH:32]=[C:25]([NH:28][C:5](=[O:7])[CH2:4][CH2:3][C@@H:2]([C:8]([OH:10])=[O:9])[NH2:1])[CH:24]=[CH:23][CH:22]=1)([O:57][CH3:58])=[O:59], predict the reactants needed to synthesize it. (5) Given the product [NH2:12][C:9]1[C:10]([F:11])=[C:5]([CH2:4][CH:1]2[CH2:3][CH2:2]2)[N:6]=[C:7]([CH:32]=[O:33])[CH:8]=1, predict the reactants needed to synthesize it. The reactants are: [CH:1]1([CH2:4][C:5]2[C:10]([F:11])=[C:9]([NH:12]C(C3C=CC=CC=3)(C3C=CC=CC=3)C3C=CC=CC=3)[CH:8]=[C:7]([CH:32](OCC)[O:33]CC)[N:6]=2)[CH2:3][CH2:2]1.OS(O)(=O)=O.CC#N.